Dataset: Full USPTO retrosynthesis dataset with 1.9M reactions from patents (1976-2016). Task: Predict the reactants needed to synthesize the given product. (1) Given the product [Br:26][C:22]1[C:23]([F:25])=[CH:24][C:19]([C:15]2[C:16]3[C:11](=[CH:10][C:9]([S:8]([O:51][C:42]4[C:41]([F:40])=[C:46]([F:47])[C:45]([F:48])=[C:44]([F:49])[C:43]=4[F:50])(=[O:37])=[O:59])=[CH:18][CH:17]=3)[CH:12]=[N:13][N:14]=2)=[C:20]([O:27][CH3:28])[CH:21]=1, predict the reactants needed to synthesize it. The reactants are: C([S:8][C:9]1[CH:10]=[C:11]2[C:16](=[CH:17][CH:18]=1)[C:15]([C:19]1[CH:24]=[C:23]([F:25])[C:22]([Br:26])=[CH:21][C:20]=1[O:27][CH3:28])=[N:14][N:13]=[CH:12]2)C1C=CC=CC=1.ClN1C(C)(C)C(=[O:37])N(Cl)C1=O.[F:40][C:41]1[C:46]([F:47])=[C:45]([F:48])[C:44]([F:49])=[C:43]([F:50])[C:42]=1[OH:51].C(N(CC)CC)C.[OH2:59]. (2) Given the product [Cl:9][C:4]1[CH:5]=[N:6][N:7]([CH3:8])[C:3]=1[CH2:2][NH:1][S:27]([C:17]1[C:26]2[C:21](=[CH:22][CH:23]=[CH:24][CH:25]=2)[CH:20]=[CH:19][CH:18]=1)(=[O:29])=[O:28], predict the reactants needed to synthesize it. The reactants are: [NH2:1][CH2:2][C:3]1[N:7]([CH3:8])[N:6]=[CH:5][C:4]=1[Cl:9].C(N(CC)CC)C.[C:17]1([S:27](Cl)(=[O:29])=[O:28])[C:26]2[C:21](=[CH:22][CH:23]=[CH:24][CH:25]=2)[CH:20]=[CH:19][CH:18]=1.C(=O)([O-])O.[Na+]. (3) The reactants are: C([Si](C)(C)[O:6][C:7]1[CH:12]=[CH:11][C:10]([C:13]([C:18]2[CH:23]=[CH:22][C:21]([C:24]#[C:25][CH:26]([O:37][C:38](=[O:40])[CH3:39])[C:27]([CH3:36])([C:32]([F:35])([F:34])[F:33])[C:28]([F:31])([F:30])[F:29])=[C:20]([CH3:41])[CH:19]=2)([CH2:16][CH3:17])[CH2:14][CH3:15])=[CH:9][C:8]=1[CH3:42])(C)(C)C.C(OCC)(=O)C. Given the product [CH2:14]([C:13]([C:18]1[CH:23]=[CH:22][C:21]([C:24]#[C:25][CH:26]([O:37][C:38](=[O:40])[CH3:39])[C:27]([CH3:36])([C:28]([F:29])([F:31])[F:30])[C:32]([F:33])([F:34])[F:35])=[C:20]([CH3:41])[CH:19]=1)([C:10]1[CH:11]=[CH:12][C:7]([OH:6])=[C:8]([CH3:42])[CH:9]=1)[CH2:16][CH3:17])[CH3:15], predict the reactants needed to synthesize it.